The task is: Predict the product of the given reaction.. This data is from Forward reaction prediction with 1.9M reactions from USPTO patents (1976-2016). (1) Given the reactants [NH2:1][C:2]1[N:10]=[C:9]([Cl:11])[CH:8]=[CH:7][C:3]=1[C:4]([OH:6])=[O:5].[N+:12]([O-])([OH:14])=[O:13], predict the reaction product. The product is: [NH2:1][C:2]1[N:10]=[C:9]([Cl:11])[C:8]([N+:12]([O-:14])=[O:13])=[CH:7][C:3]=1[C:4]([OH:6])=[O:5]. (2) Given the reactants [NH:1]([C:3]1[C:8]([O:9][CH3:10])=[CH:7][C:6]([N+:11]([O-:13])=[O:12])=[CH:5][N:4]=1)[NH2:2].[CH3:14][C:15](OC(C)=O)=[O:16], predict the reaction product. The product is: [CH3:10][O:9][C:8]1[C:3]([NH:1][NH:2][C:15](=[O:16])[CH3:14])=[N:4][CH:5]=[C:6]([N+:11]([O-:13])=[O:12])[CH:7]=1. (3) Given the reactants C(OC([N:8]1[CH2:13][CH2:12][C:11]2[NH:14][N:15]=[C:16]([CH:17]3[CH2:20][CH2:19][CH2:18]3)[C:10]=2[CH2:9]1)=O)(C)(C)C.Cl.O1CCOCC1, predict the reaction product. The product is: [CH:17]1([C:16]2[C:10]3[CH2:9][NH:8][CH2:13][CH2:12][C:11]=3[NH:14][N:15]=2)[CH2:20][CH2:19][CH2:18]1. (4) Given the reactants [CH3:1][C:2]1[C:7](O)=[C:6]([CH:9]2N[CH:12]([C:14](O)=O)[CH2:11][C:10]2([C:20](O)=O)C(O)=O)[C:5]([CH2:23]O)=[CH:4]N=1.[CH3:25][CH2:26][CH2:27][CH2:28][CH2:25][CH2:26][CH2:27][CH2:28][CH2:25][CH2:26][CH2:27][CH2:28]C.COC1C=C2C(=CC=1)CCCC2.C1(C)C(C2C(C)=CC=CC=2)=CC=CC=1, predict the reaction product. The product is: [CH3:28][C:27]1[CH:14]=[CH:12][C:11]([C:10]2[CH:9]=[C:6]3[C:5](=[CH:4][CH:20]=2)[CH2:23][CH2:1][CH2:2][CH2:7]3)=[CH:25][CH:26]=1. (5) Given the reactants [Cl:1][C:2]1[CH:3]=[C:4]([NH:11][S:12]([C:15]2[CH:20]=[CH:19][C:18]([Cl:21])=[C:17]([C:22]([F:25])([F:24])[F:23])[CH:16]=2)(=[O:14])=[O:13])[C:5]([C:8](O)=[O:9])=[N:6][CH:7]=1.[CH3:26][NH:27][C:28]1[CH:29]=[C:30]([CH3:34])[CH:31]=[CH:32][CH:33]=1.F[P-](F)(F)(F)(F)F.N1(O[P+](N(C)C)(N(C)C)N(C)C)C2C=CC=CC=2N=N1.CCN(C(C)C)C(C)C, predict the reaction product. The product is: [CH3:26][N:27]([C:28]1[CH:29]=[C:30]([CH3:34])[CH:31]=[CH:32][CH:33]=1)[C:8]([C:5]1[C:4]([NH:11][S:12]([C:15]2[CH:20]=[CH:19][C:18]([Cl:21])=[C:17]([C:22]([F:25])([F:23])[F:24])[CH:16]=2)(=[O:13])=[O:14])=[CH:3][C:2]([Cl:1])=[CH:7][N:6]=1)=[O:9]. (6) Given the reactants [CH3:1][N:2]1[C:6]2[CH:7]=[CH:8][C:9]([N:11]3[CH:16]=[C:15]([C:17]([NH:19][C:20]([CH3:27])([C:22]([O:24]CC)=[O:23])[CH3:21])=[O:18])[C:14](=[O:28])[N:13]([CH2:29][C:30]4[CH:35]=[CH:34][CH:33]=[C:32]([C:36]([F:39])([F:38])[F:37])[C:31]=4[CH3:40])[C:12]3=[O:41])=[CH:10][C:5]=2[N:4]([CH3:42])[C:3]1=[O:43], predict the reaction product. The product is: [CH3:1][N:2]1[C:6]2[CH:7]=[CH:8][C:9]([N:11]3[CH:16]=[C:15]([C:17]([NH:19][C:20]([CH3:27])([C:22]([OH:24])=[O:23])[CH3:21])=[O:18])[C:14](=[O:28])[N:13]([CH2:29][C:30]4[CH:35]=[CH:34][CH:33]=[C:32]([C:36]([F:37])([F:38])[F:39])[C:31]=4[CH3:40])[C:12]3=[O:41])=[CH:10][C:5]=2[N:4]([CH3:42])[C:3]1=[O:43]. (7) Given the reactants C(Cl)(=O)C=C.[Cl:6][C:7]1[C:8]([NH:20][C:21]2[CH:22]=[C:23]([N:28](C)[C:29](=O)C=C)[CH:24]=[CH:25][C:26]=2[F:27])=[N:9][C:10]([NH:13][C:14]2[CH:15]=[N:16][N:17]([CH3:19])[CH:18]=2)=[N:11][CH:12]=1, predict the reaction product. The product is: [Cl:6][C:7]1[C:8]([NH:20][C:21]2[CH:22]=[C:23]([NH:28][CH3:29])[CH:24]=[CH:25][C:26]=2[F:27])=[N:9][C:10]([NH:13][C:14]2[CH:15]=[N:16][N:17]([CH3:19])[CH:18]=2)=[N:11][CH:12]=1. (8) Given the reactants [CH2:1]([O:8][C:9]([NH:11][CH2:12][CH2:13][CH2:14][C@H:15]([NH:31][CH2:32][C:33]1[CH:42]=[CH:41][C:40]2[C:35](=[CH:36][CH:37]=[CH:38][CH:39]=2)[N:34]=1)[C:16]([NH:18][C:19]1[CH:24]=[CH:23][CH:22]=[CH:21][C:20]=1[CH2:25][CH2:26][C:27]([O:29]C)=[O:28])=[O:17])=[O:10])[C:2]1[CH:7]=[CH:6][CH:5]=[CH:4][CH:3]=1.[OH-].[Na+].Cl, predict the reaction product. The product is: [CH2:1]([O:8][C:9]([NH:11][CH2:12][CH2:13][CH2:14][C@H:15]([NH:31][CH2:32][C:33]1[CH:42]=[CH:41][C:40]2[C:35](=[CH:36][CH:37]=[CH:38][CH:39]=2)[N:34]=1)[C:16]([NH:18][C:19]1[CH:24]=[CH:23][CH:22]=[CH:21][C:20]=1[CH2:25][CH2:26][C:27]([OH:29])=[O:28])=[O:17])=[O:10])[C:2]1[CH:3]=[CH:4][CH:5]=[CH:6][CH:7]=1. (9) Given the reactants CC1(C)CCCC(C)(C)N1.C([Li])CCC.[Cl:16][C:17]1[CH:22]=[N:21][CH:20]=[C:19]([N:23]2[C:27]([CH3:28])=[CH:26][C:25]([CH3:29])=[N:24]2)[N:18]=1.[CH2:30]([O:32]C=O)[CH3:31], predict the reaction product. The product is: [Cl:16][C:17]1[C:22]([CH:30]=[O:32])=[N:21][CH:20]=[C:19]([N:23]2[C:27]([CH3:28])=[CH:26][C:25]([CH3:29])=[N:24]2)[N:18]=1.[Cl:16][C:17]1[N:18]=[C:19]([N:23]2[C:27]([CH3:28])=[CH:26][C:25]([CH3:29])=[N:24]2)[C:31]([CH:30]=[O:32])=[N:21][CH:22]=1.